This data is from Forward reaction prediction with 1.9M reactions from USPTO patents (1976-2016). The task is: Predict the product of the given reaction. (1) Given the reactants [Cl:1][C:2]1[CH:7]=[CH:6][C:5]([C@H:8]([NH:11][C:12]2[CH:13]=[C:14]([CH:18]([OH:20])[CH3:19])[CH:15]=[CH:16][CH:17]=2)[CH2:9][CH3:10])=[CH:4][C:3]=1[CH3:21], predict the reaction product. The product is: [Cl:1][C:2]1[CH:7]=[CH:6][C:5]([C@H:8]([NH:11][C:12]2[CH:13]=[C:14]([C:18](=[O:20])[CH3:19])[CH:15]=[CH:16][CH:17]=2)[CH2:9][CH3:10])=[CH:4][C:3]=1[CH3:21]. (2) Given the reactants [CH3:1][C:2]([N:5]1[C:9]2[N:10]=[C:11](OS(C(F)(F)F)(=O)=O)[CH:12]=[C:13]([C:14]([O:16][CH2:17][CH3:18])=[O:15])[C:8]=2[C:7]([CH3:27])=[N:6]1)([CH3:4])[CH3:3].[N:28]1[CH:33]=[CH:32][CH:31]=[C:30](B(O)O)[CH:29]=1.C([O-])(O)=O.[Na+].O1CCOCC1, predict the reaction product. The product is: [CH3:1][C:2]([N:5]1[C:9]2[N:10]=[C:11]([C:30]3[CH:29]=[N:28][CH:33]=[CH:32][CH:31]=3)[CH:12]=[C:13]([C:14]([O:16][CH2:17][CH3:18])=[O:15])[C:8]=2[C:7]([CH3:27])=[N:6]1)([CH3:4])[CH3:3].